Dataset: Reaction yield outcomes from USPTO patents with 853,638 reactions. Task: Predict the reaction yield, written as a fraction of the theoretical maximum amount of product (1.0 means a 100% yield; for example, 0.34 means a 34% yield). The reactants are [F:1][C:2]([F:30])([C:16]1[CH:17]=[C:18]2[C:23](=[CH:24][CH:25]=1)[C:22]([CH3:27])([CH3:26])[CH2:21][CH2:20][C:19]2([CH3:29])[CH3:28])[C:3]([NH:5][C:6]1[CH:7]=[C:8]([CH:13]=[CH:14][CH:15]=1)[C:9]([O:11]C)=[O:10])=[O:4].O.[OH-].[K+]. The catalyst is CO. The product is [F:1][C:2]([F:30])([C:16]1[CH:17]=[C:18]2[C:23](=[CH:24][CH:25]=1)[C:22]([CH3:26])([CH3:27])[CH2:21][CH2:20][C:19]2([CH3:29])[CH3:28])[C:3]([NH:5][C:6]1[CH:7]=[C:8]([CH:13]=[CH:14][CH:15]=1)[C:9]([OH:11])=[O:10])=[O:4]. The yield is 0.840.